This data is from Forward reaction prediction with 1.9M reactions from USPTO patents (1976-2016). The task is: Predict the product of the given reaction. (1) Given the reactants [OH:1][C:2]1[CH:7]=[CH:6][C:5]([Cl:8])=[CH:4][C:3]=1[S:9]([N:12]1[CH2:16][CH2:15][CH2:14][CH2:13]1)(=[O:11])=[O:10].[OH2:17].Cl[C:19](Cl)(Cl)[C:20]([CH3:23])(O)[CH3:21].[OH-:26].[Na+], predict the reaction product. The product is: [Cl:8][C:5]1[CH:6]=[CH:7][C:2]([O:1][C:20]([CH3:23])([CH3:21])[C:19]([OH:26])=[O:17])=[C:3]([S:9]([N:12]2[CH2:13][CH2:14][CH2:15][CH2:16]2)(=[O:11])=[O:10])[CH:4]=1. (2) Given the reactants Br[C:2]1[C:3]([OH:9])=[N:4][C:5]([CH3:8])=[N:6][CH:7]=1.CC1(C)C(C)(C)OB([C:18]2[CH2:27][CH2:26][C:21]3([O:25][CH2:24][CH2:23][O:22]3)[CH2:20][CH:19]=2)O1.C([O-])([O-])=O.[K+].[K+], predict the reaction product. The product is: [CH3:8][C:5]1[N:4]=[C:3]([OH:9])[C:2]([C:18]2[CH2:27][CH2:26][C:21]3([O:25][CH2:24][CH2:23][O:22]3)[CH2:20][CH:19]=2)=[CH:7][N:6]=1. (3) Given the reactants [F:1][C:2]1[CH:33]=[CH:32][C:5]2[N:6]=[C:7]([O:9][C:10]3[CH:15]=[CH:14][C:13]([C:16]4[CH:20]=[C:19]([C:21]([NH:23][CH:24]([CH:29]([CH3:31])[CH3:30])[C:25]([O:27]C)=[O:26])=[O:22])[O:18][N:17]=4)=[CH:12][CH:11]=3)[S:8][C:4]=2[CH:3]=1.O.[OH-].[Li+].Cl, predict the reaction product. The product is: [F:1][C:2]1[CH:33]=[CH:32][C:5]2[N:6]=[C:7]([O:9][C:10]3[CH:11]=[CH:12][C:13]([C:16]4[CH:20]=[C:19]([C:21]([NH:23][CH:24]([CH:29]([CH3:31])[CH3:30])[C:25]([OH:27])=[O:26])=[O:22])[O:18][N:17]=4)=[CH:14][CH:15]=3)[S:8][C:4]=2[CH:3]=1. (4) Given the reactants FC(F)(F)C(O)=O.[CH3:8][O:9][C:10]1[NH:11][C:12]2[C:17]([N:18]=1)=[C:16]([NH2:19])[N:15]=[C:14]([O:20][CH2:21][CH:22]1[CH2:26][CH2:25][CH2:24][O:23]1)[N:13]=2.C(=O)([O-])[O-].[K+].[K+].CS(O[CH2:38][CH:39]1[CH2:44][CH2:43][O:42][CH2:41][CH2:40]1)(=O)=O, predict the reaction product. The product is: [CH3:8][O:9][C:10]1[N:11]([CH2:38][CH:39]2[CH2:44][CH2:43][O:42][CH2:41][CH2:40]2)[C:12]2[C:17]([N:18]=1)=[C:16]([NH2:19])[N:15]=[C:14]([O:20][CH2:21][CH:22]1[CH2:26][CH2:25][CH2:24][O:23]1)[N:13]=2.